Dataset: Full USPTO retrosynthesis dataset with 1.9M reactions from patents (1976-2016). Task: Predict the reactants needed to synthesize the given product. (1) The reactants are: [C:1]([OH:10])(=[O:9])[C@@H:2]([C@H:4]([C:6]([OH:8])=[O:7])[OH:5])[OH:3].[OH:11][C:12]([CH3:30])([CH3:29])[CH2:13][N:14]([CH2:21][C:22]1[S:26][C:25]([Cl:27])=[N:24][C:23]=1[Cl:28])[CH:15]1[CH2:20][CH2:19][NH:18][CH2:17][CH2:16]1. Given the product [C:6]([CH:4]([CH:2]([C:1]([OH:10])=[O:9])[OH:3])[OH:5])([OH:8])=[O:7].[OH:11][C:12]([CH3:30])([CH3:29])[CH2:13][N:14]([CH2:21][C:22]1[S:26][C:25]([Cl:27])=[N:24][C:23]=1[Cl:28])[CH:15]1[CH2:16][CH2:17][NH:18][CH2:19][CH2:20]1, predict the reactants needed to synthesize it. (2) Given the product [CH3:29][C:9]1([CH3:30])[C:8]2[C:13](=[CH:14][CH:15]=[C:6]([C:4]([OH:5])=[O:3])[CH:7]=2)[NH:12][CH:11]([C:16]2[CH:21]=[C:20]([N:22]3[CH2:27][CH2:26][O:25][CH2:24][CH2:23]3)[CH:19]=[CH:18][C:17]=2[CH3:28])[CH2:10]1, predict the reactants needed to synthesize it. The reactants are: C([O:3][C:4]([C:6]1[CH:7]=[C:8]2[C:13](=[CH:14][CH:15]=1)[NH:12][CH:11]([C:16]1[CH:21]=[C:20]([N:22]3[CH2:27][CH2:26][O:25][CH2:24][CH2:23]3)[CH:19]=[CH:18][C:17]=1[CH3:28])[CH2:10][C:9]2([CH3:30])[CH3:29])=[O:5])C.[OH-].[Na+].Cl. (3) Given the product [CH2:15]([N:8]([CH2:1][C:2]1[CH:3]=[CH:4][CH:5]=[CH:6][CH:7]=1)[CH2:9][CH2:10][CH2:11][C:12]([N:42]1[CH2:41][CH2:40][CH:39]([N:38]2[C:37]3[CH:45]=[CH:46][CH:47]=[CH:48][C:36]=3[NH:35][C:34]2=[O:33])[CH2:44][CH2:43]1)=[O:14])[C:16]1[CH:21]=[CH:20][CH:19]=[CH:18][CH:17]=1, predict the reactants needed to synthesize it. The reactants are: [CH2:1]([N:8]([CH2:15][C:16]1[CH:21]=[CH:20][CH:19]=[CH:18][CH:17]=1)[CH2:9][CH2:10][CH2:11][C:12]([OH:14])=O)[C:2]1[CH:7]=[CH:6][CH:5]=[CH:4][CH:3]=1.C(N(CC)CC)C.S(Cl)(Cl)=O.[O:33]=[C:34]1[N:38]([CH:39]2[CH2:44][CH2:43][NH:42][CH2:41][CH2:40]2)[C:37]2[CH:45]=[CH:46][CH:47]=[CH:48][C:36]=2[NH:35]1. (4) Given the product [CH3:1][O:2][CH2:3][CH:4]([NH:6][C:7]([C:9]1[CH:10]=[C:11]([C:16]2[CH:21]=[CH:20][C:19]([CH3:22])=[CH:18][CH:17]=2)[CH:12]=[C:13]([N:23]2[CH:27]=[CH:26][CH:25]=[N:24]2)[CH:14]=1)=[O:8])[CH3:5], predict the reactants needed to synthesize it. The reactants are: [CH3:1][O:2][CH2:3][CH:4]([NH:6][C:7]([C:9]1[CH:10]=[C:11]([C:16]2[CH:21]=[CH:20][C:19]([CH3:22])=[CH:18][CH:17]=2)[CH:12]=[C:13](I)[CH:14]=1)=[O:8])[CH3:5].[NH:23]1[CH:27]=[CH:26][CH:25]=[N:24]1.N1C2C(=CC=C3C=2N=CC=C3)C=CC=1.C([O-])([O-])=O.[Cs+].[Cs+].